Dataset: Peptide-MHC class II binding affinity with 134,281 pairs from IEDB. Task: Regression. Given a peptide amino acid sequence and an MHC pseudo amino acid sequence, predict their binding affinity value. This is MHC class II binding data. The peptide sequence is IPAGELQIIDKIDAA. The MHC is DRB1_0101 with pseudo-sequence DRB1_0101. The binding affinity (normalized) is 0.371.